This data is from Catalyst prediction with 721,799 reactions and 888 catalyst types from USPTO. The task is: Predict which catalyst facilitates the given reaction. (1) Reactant: Cl[C:2]1[C:3]2[CH2:10][C:9](=[O:11])[NH:8][C:4]=2[N:5]=[CH:6][N:7]=1.[C:12]([N:19]1[CH2:24][CH2:23][NH:22][CH2:21][CH2:20]1)([O:14][C:15]([CH3:18])([CH3:17])[CH3:16])=[O:13].CCN(C(C)C)C(C)C. Product: [C:12]([N:19]1[CH2:20][CH2:21][N:22]([C:6]2[N:7]=[CH:2][C:3]3[CH2:10][C:9](=[O:11])[NH:8][C:4]=3[N:5]=2)[CH2:23][CH2:24]1)([O:14][C:15]([CH3:18])([CH3:17])[CH3:16])=[O:13]. The catalyst class is: 41. (2) Reactant: [CH3:1][S:2](Cl)(=[O:4])=[O:3].[NH2:6][CH:7]1[CH2:12][CH2:11][CH:10]([OH:13])[CH2:9][CH2:8]1.C(N(CC)CC)C.[C:21](Cl)(=[O:25])[C:22]([CH3:24])=[CH2:23]. Product: [C:21]([O:13][CH:10]1[CH2:11][CH2:12][CH:7]([NH:6][S:2]([CH3:1])(=[O:4])=[O:3])[CH2:8][CH2:9]1)(=[O:25])[C:22]([CH3:24])=[CH2:23]. The catalyst class is: 9. (3) Reactant: [CH:1]1([NH:4][C:5]([C:7]2[CH:8]=[C:9]([F:31])[C:10]([CH3:30])=[C:11]([C:13]3[C:14]([C:27]([OH:29])=O)=[CH:15][C:16]([C:19]([NH:21][CH2:22][C:23]([CH3:26])([CH3:25])[CH3:24])=[O:20])=[CH:17][CH:18]=3)[CH:12]=2)=[O:6])[CH2:3][CH2:2]1.CN(C(ON1N=[N:47][C:42]2[CH:43]=[CH:44][CH:45]=[CH:46]C1=2)=[N+](C)C)C.F[P-](F)(F)(F)(F)F.CCN(CC)CC.C1(N)CCCC1. Product: [CH:42]1([NH:47][C:27]([C:14]2[C:13]([C:11]3[C:10]([CH3:30])=[C:9]([F:31])[CH:8]=[C:7]([C:5]([NH:4][CH:1]4[CH2:2][CH2:3]4)=[O:6])[CH:12]=3)=[CH:18][CH:17]=[C:16]([C:19]([NH:21][CH2:22][C:23]([CH3:24])([CH3:25])[CH3:26])=[O:20])[CH:15]=2)=[O:29])[CH2:43][CH2:44][CH2:45][CH2:46]1. The catalyst class is: 2. (4) Reactant: [Cl:1][C:2]1[N:7]2[N:8]=[C:9]([C:11]3[CH:16]=[CH:15][CH:14]=[C:13]([Cl:17])[CH:12]=3)[CH:10]=[C:6]2[N:5]=[C:4]([CH3:18])[C:3]=1[C@H:19]([OH:24])[C:20]([O:22][CH3:23])=[O:21].C(O[C:29]([CH3:32])([CH3:31])[CH3:30])(=O)C.Cl(O)(=O)(=O)=O. Product: [C:29]([O:24][C@@H:19]([C:3]1[C:4]([CH3:18])=[N:5][C:6]2[N:7]([N:8]=[C:9]([C:11]3[CH:16]=[CH:15][CH:14]=[C:13]([Cl:17])[CH:12]=3)[CH:10]=2)[C:2]=1[Cl:1])[C:20]([O:22][CH3:23])=[O:21])([CH3:32])([CH3:31])[CH3:30]. The catalyst class is: 2. (5) Reactant: [CH2:1](N(CC)CC)[CH3:2].[Cl-].[Mg+2].[Cl-].[C:11]([O-:17])(=[O:16])[CH2:12][C:13]([O-:15])=O.[K+].[K+].[Cl:20][C:21]1[C:22](C(Cl)=O)=[N:23][CH:24]=[CH:25][CH:26]=1. Product: [CH2:1]([O:17][C:11](=[O:16])[CH2:12][C:13]([C:22]1[C:21]([Cl:20])=[CH:26][CH:25]=[CH:24][N:23]=1)=[O:15])[CH3:2]. The catalyst class is: 23. (6) Reactant: [Br:1][C:2]1[CH:6]=[C:5](Br)[S:4][C:3]=1[C:8]1[S:9][C:10](Br)=[CH:11][C:12]=1[Br:13].C1COCC1.C([Li])CCC.Cl[Si:26]([CH3:29])([CH3:28])[CH3:27]. Product: [Br:1][C:2]1[CH:6]=[C:5]([Si:26]([CH3:29])([CH3:28])[CH3:27])[S:4][C:3]=1[C:8]1[S:9][C:10]([Si:26]([CH3:29])([CH3:28])[CH3:27])=[CH:11][C:12]=1[Br:13]. The catalyst class is: 805.